Dataset: Forward reaction prediction with 1.9M reactions from USPTO patents (1976-2016). Task: Predict the product of the given reaction. (1) Given the reactants [CH:1]1([C:7]2[N:8]([C:12]3[C:21]([N+:22]([O-])=O)=[CH:20][C:15]([C:16]([O:18][CH3:19])=[O:17])=[C:14]([O:25][CH3:26])[CH:13]=3)[CH:9]=[CH:10][N:11]=2)[CH2:6][CH2:5][CH2:4][CH2:3][CH2:2]1.C(O)(=O)C.[O-]S([O-])(=S)=O.[Na+].[Na+].N, predict the reaction product. The product is: [NH2:22][C:21]1[C:12]([N:8]2[CH:9]=[CH:10][N:11]=[C:7]2[CH:1]2[CH2:6][CH2:5][CH2:4][CH2:3][CH2:2]2)=[CH:13][C:14]([O:25][CH3:26])=[C:15]([CH:20]=1)[C:16]([O:18][CH3:19])=[O:17]. (2) Given the reactants Br[C:2]1[C:10]2[CH:9]=[N:8][CH:7]=[CH:6][C:5]=2[N:4]2[CH2:11][CH2:12][CH2:13][C:3]=12.C(OC([N:21]1[C@H:25]([CH3:26])[CH2:24]OS1(=O)=O)=O)(C)(C)C, predict the reaction product. The product is: [CH2:13]1[C:3]2=[C:2]([CH2:24][C@H:25]([NH2:21])[CH3:26])[C:10]3[CH:9]=[N:8][CH:7]=[CH:6][C:5]=3[N:4]2[CH2:11][CH2:12]1. (3) Given the reactants C([O:4][C:5]1[C:14]2[C:9](=[C:10]([Br:20])[CH:11]=[C:12]([O:16][CH:17]([CH3:19])[CH3:18])[C:13]=2[CH3:15])[CH:8]=[CH:7][N:6]=1)(=O)C.[OH-].[Na+], predict the reaction product. The product is: [Br:20][C:10]1[CH:11]=[C:12]([O:16][CH:17]([CH3:18])[CH3:19])[C:13]([CH3:15])=[C:14]2[C:9]=1[CH:8]=[CH:7][NH:6][C:5]2=[O:4]. (4) Given the reactants [C:1]([O:5][C:6]([N:8]1[CH2:13][CH2:12][O:11][C@H:10]([C:14]([C:16]2[CH:17]=[N:18][C:19]([O:22][CH3:23])=[CH:20][CH:21]=2)=[O:15])[CH2:9]1)=[O:7])([CH3:4])([CH3:3])[CH3:2].[BH4-].[Na+], predict the reaction product. The product is: [C:1]([O:5][C:6]([N:8]1[CH2:13][CH2:12][O:11][C@H:10]([CH:14]([OH:15])[C:16]2[CH:17]=[N:18][C:19]([O:22][CH3:23])=[CH:20][CH:21]=2)[CH2:9]1)=[O:7])([CH3:4])([CH3:3])[CH3:2]. (5) Given the reactants [NH2:1][C:2]1[N:11]=[C:10]([O:12][CH2:13][CH3:14])[C:9]2[C:4](=[N:5][CH:6]=[CH:7][N:8]=2)[N:3]=1.[OH:15]O, predict the reaction product. The product is: [NH2:1][C:2]1[N:11]=[C:10]([O:12][CH2:13][CH3:14])[C:9]2[C:4](=[N:5][CH:6]=[CH:7][N:8]=2)[N+:3]=1[O-:15].